From a dataset of Full USPTO retrosynthesis dataset with 1.9M reactions from patents (1976-2016). Predict the reactants needed to synthesize the given product. (1) Given the product [CH3:12][C:9]1[CH:10]=[CH:11][C:2]2[O:7][N:6]=[C:4]([OH:5])[C:3]=2[CH:8]=1, predict the reactants needed to synthesize it. The reactants are: O[C:2]1[CH:11]=[CH:10][C:9]([CH3:12])=[CH:8][C:3]=1[C:4]([NH:6][OH:7])=[O:5].C(C1NC=CN=1)(C1NC=CN=1)=O. (2) Given the product [NH:15]1[CH:14]=[C:13]([CH2:12][CH2:11][C:18]([NH:43][C@H:44]([CH2:49][C:50]2[CH:51]=[CH:52][C:53]([O:56][CH3:57])=[CH:54][CH:55]=2)[C:45]([O:47][CH3:48])=[O:46])=[O:20])[N:17]=[CH:16]1, predict the reactants needed to synthesize it. The reactants are: CCN(C(C)C)C(C)C.Cl.[CH2:11]([C:18]([OH:20])=O)[CH2:12][C:13]1[N:17]=[CH:16][NH:15][CH:14]=1.CN(C(ON1N=NC2C=CC=CC1=2)=[N+](C)C)C.[B-](F)(F)(F)F.[NH2:43][C@H:44]([CH2:49][C:50]1[CH:55]=[CH:54][C:53]([O:56][CH3:57])=[CH:52][CH:51]=1)[C:45]([O:47][CH3:48])=[O:46].[OH-].[Na+]. (3) The reactants are: [Br:1][C:2]1[C:3]([O:12][C@H:13]2[CH2:17][NH:16][C@H:15]([C:18]([OH:20])=[O:19])[CH2:14]2)=[N:4][C:5]2[C:10]([CH:11]=1)=[CH:9][CH:8]=[CH:7][CH:6]=2.C(O)(C(F)(F)F)=O.C(=O)([O-])[O-].[K+].[K+].[C:34](Cl)(=[O:50])[O:35][CH2:36][CH:37]1[C:49]2[CH:48]=[CH:47][CH:46]=[CH:45][C:44]=2[C:43]2[C:38]1=[CH:39][CH:40]=[CH:41][CH:42]=2. Given the product [CH:48]1[C:49]2[CH:37]([CH2:36][O:35][C:34]([N:16]3[CH2:17][C@H:13]([O:12][C:3]4[C:2]([Br:1])=[CH:11][C:10]5[C:5](=[CH:6][CH:7]=[CH:8][CH:9]=5)[N:4]=4)[CH2:14][C@H:15]3[C:18]([OH:20])=[O:19])=[O:50])[C:38]3[C:43](=[CH:42][CH:41]=[CH:40][CH:39]=3)[C:44]=2[CH:45]=[CH:46][CH:47]=1, predict the reactants needed to synthesize it.